The task is: Regression. Given a peptide amino acid sequence and an MHC pseudo amino acid sequence, predict their binding affinity value. This is MHC class II binding data.. This data is from Peptide-MHC class II binding affinity with 134,281 pairs from IEDB. (1) The peptide sequence is INEPTAAAIAWGLDR. The MHC is HLA-DQA10501-DQB10301 with pseudo-sequence HLA-DQA10501-DQB10301. The binding affinity (normalized) is 0.823. (2) The peptide sequence is EVQKVSQPATGAATV. The MHC is DRB1_1201 with pseudo-sequence DRB1_1201. The binding affinity (normalized) is 0.165. (3) The peptide sequence is DRVLDILEAVKLIRK. The MHC is DRB5_0101 with pseudo-sequence DRB5_0101. The binding affinity (normalized) is 0.758. (4) The MHC is DRB3_0101 with pseudo-sequence DRB3_0101. The binding affinity (normalized) is 0. The peptide sequence is INAIFEENEVDISVV. (5) The peptide sequence is TNILEAKYWCPDSME. The MHC is DRB4_0103 with pseudo-sequence DRB4_0103. The binding affinity (normalized) is 0.199. (6) The peptide sequence is SLYNTVATLYCVHAGIEV. The MHC is DRB1_0401 with pseudo-sequence DRB1_0401. The binding affinity (normalized) is 0.512.